This data is from Reaction yield outcomes from USPTO patents with 853,638 reactions. The task is: Predict the reaction yield, written as a fraction of the theoretical maximum amount of product (1.0 means a 100% yield; for example, 0.34 means a 34% yield). (1) The reactants are [C:1]([O:5][C:6]([N:8]1[C@@H:12]([CH2:13][C@H:14]2[CH2:19][CH2:18][CH2:17][O:16][CH2:15]2)[CH2:11][O:10]C1(C)C)=[O:7])([CH3:4])([CH3:3])[CH3:2]. The catalyst is CC(O)=O. The product is [OH:10][CH2:11][C@@H:12]([NH:8][C:6](=[O:7])[O:5][C:1]([CH3:3])([CH3:2])[CH3:4])[CH2:13][C@H:14]1[CH2:19][CH2:18][CH2:17][O:16][CH2:15]1. The yield is 0.795. (2) The reactants are C1C=CC(P([C:14]2[CH:19]=[CH:18]C=CC=2)C2C=CC=CC=2)=CC=1.[C:20]([O-])([O-])=O.[K+].[K+].CC([N:30]([CH2:34][C:35]1[CH:40]=[CH:39][CH:38]=[C:37](Br)[C:36]=1[F:42])[C:31](=[O:33])[O-:32])(C)C.[CH3:43][C:44]([Si:47]([CH3:60])([CH3:59])[O:48][CH2:49][C:50]1[CH:51]=[C:52](B(O)O)[CH:53]=[CH:54][CH:55]=1)([CH3:46])[CH3:45]. The catalyst is O1CCOCC1.CC([O-])=O.CC([O-])=O.[Pd+2]. The product is [CH3:43][C:44]([Si:47]([CH3:60])([CH3:59])[O:48][CH2:49][C:50]1[CH:51]=[C:52]([C:37]2[CH:38]=[CH:39][CH:40]=[C:35]([CH2:34][NH:30][C:31](=[O:33])[O:32][C:19]([CH3:18])([CH3:14])[CH3:20])[C:36]=2[F:42])[CH:53]=[CH:54][CH:55]=1)([CH3:46])[CH3:45]. The yield is 0.340. (3) The reactants are C([O:3][C:4]([CH:6]1[CH2:11][NH:10][C:9]2[CH:12]=[C:13]([C:16]([F:19])([F:18])[F:17])[CH:14]=[CH:15][C:8]=2[O:7]1)=[O:5])C.[OH-].[Na+].ClC(OCC1C=CC=CC=1)=O.Cl. The catalyst is O1CCOCC1.O. The product is [F:19][C:16]([F:17])([F:18])[C:13]1[CH:14]=[CH:15][C:8]2[O:7][CH:6]([C:4]([OH:5])=[O:3])[CH2:11][NH:10][C:9]=2[CH:12]=1. The yield is 0.100. (4) The reactants are [CH3:1][NH:2][C:3]1[CH:12]=[CH:11][C:6]([C:7](OC)=[O:8])=[CH:5][CH:4]=1.[H-].[H-].[H-].[H-].[Li+].[Al+3]. The catalyst is C1COCC1. The product is [CH3:1][NH:2][C:3]1[CH:12]=[CH:11][C:6]([CH2:7][OH:8])=[CH:5][CH:4]=1. The yield is 0.600.